This data is from Catalyst prediction with 721,799 reactions and 888 catalyst types from USPTO. The task is: Predict which catalyst facilitates the given reaction. (1) Reactant: [O:1]=[C:2]1[CH:7]2[CH2:8][CH:4]([CH2:5][CH:6]2[C:9]([OH:11])=O)[O:3]1.[CH2:12]([O:14][C:15]([C:17]1([NH2:22])[CH2:19][CH:18]1[CH:20]=[CH2:21])=[O:16])[CH3:13].CN(C(ON1N=NC2C=CC=NC1=2)=[N+](C)C)C.F[P-](F)(F)(F)(F)F.CCN(C(C)C)C(C)C. Product: [CH2:12]([O:14][C:15]([C:17]1([NH:22][C:9]([CH:6]2[CH2:5][CH:4]3[CH2:8][CH:7]2[C:2](=[O:1])[O:3]3)=[O:11])[CH2:19][CH:18]1[CH:20]=[CH2:21])=[O:16])[CH3:13]. The catalyst class is: 85. (2) Reactant: [H-].[H-].[H-].[H-].[Li+].[Al+3].[CH3:7][Si:8]([CH3:24])([CH3:23])[CH2:9][CH2:10][O:11][CH2:12][N:13]1[CH:17]=[CH:16][C:15]([C:18](OCC)=[O:19])=[N:14]1. Product: [CH3:7][Si:8]([CH3:24])([CH3:23])[CH2:9][CH2:10][O:11][CH2:12][N:13]1[CH:17]=[CH:16][C:15]([CH2:18][OH:19])=[N:14]1. The catalyst class is: 1. (3) Reactant: [O:1]=[C:2]1[C:7]([CH2:8][C:9]2[CH:14]=[CH:13][C:12]([C:15]3[C:16]([C:21]#[N:22])=[CH:17][CH:18]=[CH:19][CH:20]=3)=[CH:11][CH:10]=2)=[C:6]([CH2:23][CH2:24][CH3:25])[N:5]2[N:26]=[CH:27][N:28]=[C:4]2[NH:3]1.[CH3:29][C:30]1([CH3:42])[CH2:34][C:33]2[CH:35]=[C:36](B(O)O)[CH:37]=[CH:38][C:32]=2[O:31]1.C(N(CC)CC)C.N1C=CC=CC=1. Product: [CH3:29][C:30]1([CH3:42])[CH2:34][C:33]2[CH:35]=[C:36]([N:3]3[C:2](=[O:1])[C:7]([CH2:8][C:9]4[CH:10]=[CH:11][C:12]([C:15]5[C:16]([C:21]#[N:22])=[CH:17][CH:18]=[CH:19][CH:20]=5)=[CH:13][CH:14]=4)=[C:6]([CH2:23][CH2:24][CH3:25])[N:5]4[N:26]=[CH:27][N:28]=[C:4]34)[CH:37]=[CH:38][C:32]=2[O:31]1. The catalyst class is: 560. (4) Reactant: Cl.[C@@H:2]12[NH:9][C@@H:6]([CH2:7][CH2:8]1)[CH2:5][N:4]([C:10]1[C:15]([F:16])=[CH:14][N:13]=[C:12]([NH:17][C:18]3[CH:28]=[CH:27][C:21]([C:22]([NH:24][CH2:25][CH3:26])=[O:23])=[CH:20][CH:19]=3)[N:11]=1)[CH2:3]2.C(N(CC)CC)C.CN(C(ON1N=NC2C=CC=NC1=2)=[N+](C)C)C.F[P-](F)(F)(F)(F)F.[CH:60]1([C:63](O)=[O:64])[CH2:62][CH2:61]1. Product: [CH:60]1([C:63]([N:9]2[CH:2]3[CH2:8][CH2:7][CH:6]2[CH2:5][N:4]([C:10]2[C:15]([F:16])=[CH:14][N:13]=[C:12]([NH:17][C:18]4[CH:28]=[CH:27][C:21]([C:22]([NH:24][CH2:25][CH3:26])=[O:23])=[CH:20][CH:19]=4)[N:11]=2)[CH2:3]3)=[O:64])[CH2:62][CH2:61]1. The catalyst class is: 2. (5) Reactant: C([O:3][C:4](=[O:45])[CH2:5][C:6]1[CH:11]=[CH:10][C:9]([NH:12][CH2:13][C:14]2[CH:19]=[CH:18][C:17]([S:20][C:21]3[N:25]([CH3:26])[C:24]([C:27]4[CH:32]=[CH:31][C:30]([C:33]([CH3:36])([CH3:35])[CH3:34])=[CH:29][CH:28]=4)=[N:23][N:22]=3)=[CH:16][C:15]=2[O:37][CH2:38][CH2:39][CH2:40][CH2:41][CH2:42][CH2:43][CH3:44])=[CH:8][CH:7]=1)C.C(=O)([O-])[O-].[K+].[K+].Cl. Product: [C:33]([C:30]1[CH:31]=[CH:32][C:27]([C:24]2[N:25]([CH3:26])[C:21]([S:20][C:17]3[CH:18]=[CH:19][C:14]([CH2:13][NH:12][C:9]4[CH:10]=[CH:11][C:6]([CH2:5][C:4]([OH:45])=[O:3])=[CH:7][CH:8]=4)=[C:15]([O:37][CH2:38][CH2:39][CH2:40][CH2:41][CH2:42][CH2:43][CH3:44])[CH:16]=3)=[N:22][N:23]=2)=[CH:28][CH:29]=1)([CH3:36])([CH3:35])[CH3:34]. The catalyst class is: 5. (6) Reactant: [CH3:1][O:2][C:3]1[CH:4]=[C:5]2[C:10](=[CH:11][C:12]=1[O:13][CH3:14])[N:9]=[CH:8][N:7]=[C:6]2[O:15][C:16]1[CH:22]=[CH:21][C:19]([NH2:20])=[CH:18][CH:17]=1.ClC(Cl)(O[C:27](=[O:33])OC(Cl)(Cl)Cl)Cl.Cl.[CH2:36]([NH2:38])[CH3:37].CO. Product: [CH3:1][O:2][C:3]1[CH:4]=[C:5]2[C:10](=[CH:11][C:12]=1[O:13][CH3:14])[N:9]=[CH:8][N:7]=[C:6]2[O:15][C:16]1[CH:22]=[CH:21][C:19]([NH:20][C:27]([NH:38][CH2:36][CH3:37])=[O:33])=[CH:18][CH:17]=1. The catalyst class is: 542. (7) Reactant: [NH2:1][C:2]1[C:7]2[C:8]([C:11]3[CH:16]=[CH:15][C:14]([NH:17][C:18]([C:20]4[N:21]([CH3:29])[C:22]5[C:27]([CH:28]=4)=[CH:26][CH:25]=[CH:24][CH:23]=5)=[O:19])=[C:13]([O:30][CH3:31])[CH:12]=3)=[CH:9][S:10][C:6]=2[C:5]([C:32](O)=[O:33])=[CH:4][N:3]=1.CN(C(ON1N=NC2C1=CC=CC=2)=[N+](C)C)C.F[P-](F)(F)(F)(F)F.O.ON1C2C=CC=CC=2N=N1.C(N(C(C)C)CC)(C)C.[NH2:79][CH2:80][CH2:81][N:82]([CH2:86][CH2:87][OH:88])[CH2:83][CH2:84][OH:85]. Product: [OH:85][CH2:84][CH2:83][N:82]([CH2:86][CH2:87][OH:88])[CH2:81][CH2:80][NH:79][C:32]([C:5]1[C:6]2[S:10][CH:9]=[C:8]([C:11]3[CH:16]=[CH:15][C:14]([NH:17][C:18]([C:20]4[N:21]([CH3:29])[C:22]5[C:27]([CH:28]=4)=[CH:26][CH:25]=[CH:24][CH:23]=5)=[O:19])=[C:13]([O:30][CH3:31])[CH:12]=3)[C:7]=2[C:2]([NH2:1])=[N:3][CH:4]=1)=[O:33]. The catalyst class is: 9.